Dataset: Peptide-MHC class I binding affinity with 185,985 pairs from IEDB/IMGT. Task: Regression. Given a peptide amino acid sequence and an MHC pseudo amino acid sequence, predict their binding affinity value. This is MHC class I binding data. (1) The peptide sequence is NIKPVIVPDI. The MHC is HLA-A68:02 with pseudo-sequence HLA-A68:02. The binding affinity (normalized) is 0.154. (2) The peptide sequence is RTFHIFYYL. The MHC is HLA-A02:02 with pseudo-sequence HLA-A02:02. The binding affinity (normalized) is 0.838. (3) The peptide sequence is FLLTSLRRA. The MHC is HLA-A02:01 with pseudo-sequence HLA-A02:01. The binding affinity (normalized) is 0.711. (4) The peptide sequence is ILSYIYSEIK. The MHC is HLA-A68:01 with pseudo-sequence HLA-A68:01. The binding affinity (normalized) is 0.342. (5) The peptide sequence is VWAPLILAYFPVF. The MHC is HLA-A02:02 with pseudo-sequence HLA-A02:02. The binding affinity (normalized) is 0.222. (6) The peptide sequence is ELDEIGEDV. The MHC is HLA-A30:01 with pseudo-sequence HLA-A30:01. The binding affinity (normalized) is 0.0847.